Dataset: Catalyst prediction with 721,799 reactions and 888 catalyst types from USPTO. Task: Predict which catalyst facilitates the given reaction. (1) Reactant: [C:1]([OH:11])(=[O:10])[C:2]1[NH:9][C:7](=[O:8])[NH:6][C:4](=[O:5])[CH:3]=1.C=O.Cl.[CH2:15](O)CO. Product: [OH:8][C:7]1[N:6]=[C:4]([OH:5])[C:3]2[CH2:15][O:10][C:1](=[O:11])[C:2]=2[N:9]=1. The catalyst class is: 6. (2) Reactant: [CH:1]1[CH:5]=[C:4]([CH:6]=O)[O:3][CH:2]=1.C(O)(=O)[CH2:9][C:10]([OH:12])=[O:11].N1CCCCC1.Cl. Product: [O:3]1[CH:2]=[CH:1][CH:5]=[C:4]1/[CH:6]=[CH:9]/[C:10]([OH:12])=[O:11]. The catalyst class is: 228. (3) Reactant: [F:1][C:2]1[CH:30]=[CH:29][CH:28]=[CH:27][C:3]=1[O:4][C:5]1[CH:10]=[CH:9][C:8]([C:11]2[C:19]3[C:14](=[N:15][CH:16]=[N:17][C:18]=3[NH2:20])[N:13]([C@@H:21]3[CH2:26][CH2:25][CH2:24][NH:23][CH2:22]3)[N:12]=2)=[CH:7][CH:6]=1.N1(C(N2C=CN=C2)=O)C=CN=C1.[C:43]([CH2:45][C:46](O)=[O:47])#[N:44]. Product: [NH2:20][C:18]1[N:17]=[CH:16][N:15]=[C:14]2[N:13]([C@@H:21]3[CH2:26][CH2:25][CH2:24][N:23]([C:46](=[O:47])[CH2:45][C:43]#[N:44])[CH2:22]3)[N:12]=[C:11]([C:8]3[CH:7]=[CH:6][C:5]([O:4][C:3]4[CH:27]=[CH:28][CH:29]=[CH:30][C:2]=4[F:1])=[CH:10][CH:9]=3)[C:19]=12. The catalyst class is: 4. (4) Reactant: [Br:1][C:2]1[CH:3]=[CH:4][C:5]2[C@H:10]([CH2:11][CH2:12][OH:13])[O:9][CH2:8][CH2:7][C:6]=2[CH:14]=1.N1C=CN=C1.Cl[Si:21]([C:34]([CH3:37])([CH3:36])[CH3:35])([C:28]1[CH:33]=[CH:32][CH:31]=[CH:30][CH:29]=1)[C:22]1[CH:27]=[CH:26][CH:25]=[CH:24][CH:23]=1.C(OCC)C. Product: [Si:21]([O:13][CH2:12][CH2:11][C@H:10]1[C:5]2[CH:4]=[CH:3][C:2]([Br:1])=[CH:14][C:6]=2[CH2:7][CH2:8][O:9]1)([C:34]([CH3:37])([CH3:36])[CH3:35])([C:28]1[CH:29]=[CH:30][CH:31]=[CH:32][CH:33]=1)[C:22]1[CH:27]=[CH:26][CH:25]=[CH:24][CH:23]=1. The catalyst class is: 1. (5) Reactant: Br[CH:2]([C:4]1[O:5][C:6]2[C:11]([C:12](=[O:21])[C:13]=1[C:14]1[CH:19]=[CH:18][CH:17]=[C:16]([F:20])[CH:15]=1)=[CH:10][CH:9]=[CH:8][CH:7]=2)[CH3:3].CS(C)=[O:24]. Product: [F:20][C:16]1[CH:15]=[C:14]([C:13]2[C:12](=[O:21])[C:11]3[C:6](=[CH:7][CH:8]=[CH:9][CH:10]=3)[O:5][C:4]=2[CH:2]([OH:24])[CH3:3])[CH:19]=[CH:18][CH:17]=1. The catalyst class is: 51. (6) Reactant: [NH2:1][C:2]1[CH:7]=[CH:6][C:5]([F:8])=[CH:4][C:3]=1[OH:9].[Cl:10][CH2:11][C:12](Cl)=[O:13].[OH-].[Na+]. Product: [Cl:10][CH2:11][C:12]([NH:1][C:2]1[CH:7]=[CH:6][C:5]([F:8])=[CH:4][C:3]=1[OH:9])=[O:13]. The catalyst class is: 4. (7) Product: [O:12]1[CH2:13][CH2:14][N:1]([C@H:2]2[CH2:7][CH2:6][C@H:5]([OH:8])[CH2:4][CH2:3]2)[CH2:10][CH2:11]1. Reactant: [NH2:1][C@H:2]1[CH2:7][CH2:6][C@H:5]([OH:8])[CH2:4][CH2:3]1.Br[CH2:10][CH2:11][O:12][CH2:13][CH2:14]Br.C(N(CC)CC)C. The catalyst class is: 10. (8) Reactant: [N:1]1[CH:6]=[CH:5][CH:4]=[CH:3][C:2]=1[NH:7][C:8](=[O:16])OC1C=CC=CC=1.[C:17]([C:21]1[CH:25]=[C:24]([CH2:26][NH2:27])[N:23]([C:28]2[CH:33]=[CH:32][CH:31]=[C:30]([Cl:34])[CH:29]=2)[N:22]=1)([CH3:20])([CH3:19])[CH3:18]. Product: [C:17]([C:21]1[CH:25]=[C:24]([CH2:26][NH:27][C:8]([NH:7][C:2]2[CH:3]=[CH:4][CH:5]=[CH:6][N:1]=2)=[O:16])[N:23]([C:28]2[CH:33]=[CH:32][CH:31]=[C:30]([Cl:34])[CH:29]=2)[N:22]=1)([CH3:20])([CH3:18])[CH3:19]. The catalyst class is: 616. (9) Reactant: [Br:1][C:2]1[CH:6]=[CH:5][NH:4][N:3]=1.Cl[C:8]1[C:13]([Cl:14])=[CH:12][CH:11]=[CH:10][N:9]=1.C(=O)([O-])[O-].[Cs+].[Cs+].O. Product: [Br:1][C:2]1[CH:6]=[CH:5][N:4]([C:8]2[C:13]([Cl:14])=[CH:12][CH:11]=[CH:10][N:9]=2)[N:3]=1. The catalyst class is: 3. (10) Reactant: [C:1]([O:5][C:6]([N:8]1[CH2:13][CH2:12][CH:11](O)[CH2:10][CH2:9]1)=[O:7])([CH3:4])([CH3:3])[CH3:2].[CH3:15][S:16](Cl)(=[O:18])=[O:17].C(N(CC)CC)C. Product: [C:1]([O:5][C:6]([N:8]1[CH2:13][CH2:12][CH:11]([S:16]([CH3:15])(=[O:18])=[O:17])[CH2:10][CH2:9]1)=[O:7])([CH3:4])([CH3:3])[CH3:2]. The catalyst class is: 4.